Dataset: NCI-60 drug combinations with 297,098 pairs across 59 cell lines. Task: Regression. Given two drug SMILES strings and cell line genomic features, predict the synergy score measuring deviation from expected non-interaction effect. (1) Drug 1: CCCS(=O)(=O)NC1=C(C(=C(C=C1)F)C(=O)C2=CNC3=C2C=C(C=N3)C4=CC=C(C=C4)Cl)F. Drug 2: C1C(C(OC1N2C=NC3=C(N=C(N=C32)Cl)N)CO)O. Cell line: U251. Synergy scores: CSS=2.81, Synergy_ZIP=-1.22, Synergy_Bliss=-2.41, Synergy_Loewe=-3.05, Synergy_HSA=-2.84. (2) Drug 1: C1=NC2=C(N=C(N=C2N1C3C(C(C(O3)CO)O)F)Cl)N. Drug 2: CC1=C(C(=CC=C1)Cl)NC(=O)C2=CN=C(S2)NC3=CC(=NC(=N3)C)N4CCN(CC4)CCO. Cell line: OVCAR-8. Synergy scores: CSS=23.5, Synergy_ZIP=-0.327, Synergy_Bliss=0.214, Synergy_Loewe=-15.9, Synergy_HSA=-1.49. (3) Drug 1: CC(C1=C(C=CC(=C1Cl)F)Cl)OC2=C(N=CC(=C2)C3=CN(N=C3)C4CCNCC4)N. Drug 2: C1C(C(OC1N2C=NC3=C2NC=NCC3O)CO)O. Cell line: OVCAR-8. Synergy scores: CSS=9.99, Synergy_ZIP=0.188, Synergy_Bliss=4.28, Synergy_Loewe=2.97, Synergy_HSA=3.85. (4) Drug 1: C1=C(C(=O)NC(=O)N1)N(CCCl)CCCl. Drug 2: CC1=C(C(CCC1)(C)C)C=CC(=CC=CC(=CC(=O)O)C)C. Cell line: M14. Synergy scores: CSS=5.69, Synergy_ZIP=-7.72, Synergy_Bliss=-4.47, Synergy_Loewe=-6.02, Synergy_HSA=-5.98. (5) Drug 1: C1=CC(=C2C(=C1NCCNCCO)C(=O)C3=C(C=CC(=C3C2=O)O)O)NCCNCCO. Drug 2: CS(=O)(=O)OCCCCOS(=O)(=O)C. Cell line: HOP-92. Synergy scores: CSS=31.0, Synergy_ZIP=-3.33, Synergy_Bliss=-4.20, Synergy_Loewe=-23.3, Synergy_HSA=-3.04. (6) Drug 1: CCCS(=O)(=O)NC1=C(C(=C(C=C1)F)C(=O)C2=CNC3=C2C=C(C=N3)C4=CC=C(C=C4)Cl)F. Drug 2: C#CCC(CC1=CN=C2C(=N1)C(=NC(=N2)N)N)C3=CC=C(C=C3)C(=O)NC(CCC(=O)O)C(=O)O. Cell line: SK-MEL-2. Synergy scores: CSS=0.0425, Synergy_ZIP=-0.438, Synergy_Bliss=-3.40, Synergy_Loewe=-7.98, Synergy_HSA=-6.75. (7) Drug 1: C#CCC(CC1=CN=C2C(=N1)C(=NC(=N2)N)N)C3=CC=C(C=C3)C(=O)NC(CCC(=O)O)C(=O)O. Drug 2: C1C(C(OC1N2C=NC3=C2NC=NCC3O)CO)O. Cell line: HCT116. Synergy scores: CSS=3.38, Synergy_ZIP=0.572, Synergy_Bliss=2.40, Synergy_Loewe=-0.542, Synergy_HSA=0.0923. (8) Drug 1: CC1=C(C(CCC1)(C)C)C=CC(=CC=CC(=CC(=O)O)C)C. Drug 2: C1CCC(C(C1)N)N.C(=O)(C(=O)[O-])[O-].[Pt+4]. Cell line: OVCAR-5. Synergy scores: CSS=27.8, Synergy_ZIP=1.19, Synergy_Bliss=1.65, Synergy_Loewe=-11.7, Synergy_HSA=0.927.